Predict the reaction yield, written as a fraction of the theoretical maximum amount of product (1.0 means a 100% yield; for example, 0.34 means a 34% yield). From a dataset of Reaction yield outcomes from USPTO patents with 853,638 reactions. The reactants are [NH2:1][C:2]1[CH:7]=[CH:6][C:5]([C:8]2[N:13]=[C:12]([N:14]3[CH2:19][CH2:18][O:17][CH2:16][CH2:15]3)[N:11]=[C:10]([C:20]3[CH:25]=[CH:24][C:23]([NH:26][C:27]([NH:29][CH3:30])=[O:28])=[CH:22][CH:21]=3)[N:9]=2)=[CH:4][CH:3]=1.[C:31]([C:34]1[CH:35]=[C:36]([NH:40][C:41](=[O:49])OC2C=CC=CC=2)[CH:37]=[CH:38][CH:39]=1)(=[O:33])[NH2:32]. No catalyst specified. The product is [CH3:30][NH:29][C:27]([NH:26][C:23]1[CH:22]=[CH:21][C:20]([C:10]2[N:11]=[C:12]([N:14]3[CH2:15][CH2:16][O:17][CH2:18][CH2:19]3)[N:13]=[C:8]([C:5]3[CH:4]=[CH:3][C:2]([NH:1][C:41]([NH:40][C:36]4[CH:35]=[C:34]([CH:39]=[CH:38][CH:37]=4)[C:31]([NH2:32])=[O:33])=[O:49])=[CH:7][CH:6]=3)[N:9]=2)=[CH:25][CH:24]=1)=[O:28]. The yield is 0.0400.